From a dataset of Ames mutagenicity test results for genotoxicity prediction. Regression/Classification. Given a drug SMILES string, predict its toxicity properties. Task type varies by dataset: regression for continuous values (e.g., LD50, hERG inhibition percentage) or binary classification for toxic/non-toxic outcomes (e.g., AMES mutagenicity, cardiotoxicity, hepatotoxicity). Dataset: ames. (1) The molecule is C=CC(=O)N1CCN(c2ccccc2)CC1. The result is 0 (non-mutagenic). (2) The molecule is Cc1ccc2cccnc2c1. The result is 1 (mutagenic).